This data is from Reaction yield outcomes from USPTO patents with 853,638 reactions. The task is: Predict the reaction yield, written as a fraction of the theoretical maximum amount of product (1.0 means a 100% yield; for example, 0.34 means a 34% yield). (1) The reactants are [C:1]1(=O)[CH2:5][CH2:4][CH2:3][CH2:2]1.[CH2:7]([NH2:10])[CH2:8][NH2:9].C(O)(=O)C.C([BH3-])#N.[Na+]. The catalyst is CO. The product is [CH:1]1([NH:9][CH2:8][CH2:7][NH2:10])[CH2:5][CH2:4][CH2:3][CH2:2]1. The yield is 0.350. (2) The reactants are [O:1]=[C:2]1[CH:19]=[C:18]([CH:20]2[CH2:25][CH2:24][N:23](C(OC(C)(C)C)=O)[CH2:22][CH2:21]2)[N:5]2[N:6]=[C:7]3[C:12]([C:11]([O:13][C:14]([F:17])([F:16])[F:15])=[CH:10][CH:9]=[CH:8]3)=[C:4]2[NH:3]1.[ClH:33]. The catalyst is CO.O1CCOCC1. The product is [ClH:33].[NH:23]1[CH2:24][CH2:25][CH:20]([C:18]2[N:5]3[N:6]=[C:7]4[C:12]([C:11]([O:13][C:14]([F:15])([F:16])[F:17])=[CH:10][CH:9]=[CH:8]4)=[C:4]3[NH:3][C:2](=[O:1])[CH:19]=2)[CH2:21][CH2:22]1. The yield is 0.930. (3) The reactants are [C:1]([C:4]1[CH:5]=[N:6][C:7]2[C:12]([C:13]=1[NH:14][C:15]1[CH:16]=[N:17][C:18]([N:21]3[CH2:25][CH2:24][CH:23]([NH:26]C(=O)OC(C)(C)C)[CH2:22]3)=[N:19][CH:20]=1)=[N:11][C:10]([C:34]1[CH:39]=[C:38]([Cl:40])[C:37]([OH:41])=[C:36]([Cl:42])[CH:35]=1)=[CH:9][CH:8]=2)(=[O:3])[CH3:2].[ClH:43]. No catalyst specified. The product is [ClH:40].[ClH:43].[ClH:40].[NH2:26][CH:23]1[CH2:24][CH2:25][N:21]([C:18]2[N:19]=[CH:20][C:15]([NH:14][C:13]3[C:12]4[C:7](=[CH:8][CH:9]=[C:10]([C:34]5[CH:39]=[C:38]([Cl:40])[C:37]([OH:41])=[C:36]([Cl:42])[CH:35]=5)[N:11]=4)[N:6]=[CH:5][C:4]=3[C:1](=[O:3])[CH3:2])=[CH:16][N:17]=2)[CH2:22]1. The yield is 0.500. (4) The reactants are Br[C:2]1[CH:7]=[CH:6][C:5]([Cl:8])=[CH:4][C:3]=1[CH2:9][CH2:10][S:11]([N:14]([CH3:16])[CH3:15])(=[O:13])=[O:12].C([O-])(=O)C.[K+].[B:22]1([B:22]2[O:26][C:25]([CH3:28])([CH3:27])[C:24]([CH3:30])([CH3:29])[O:23]2)[O:26][C:25]([CH3:28])([CH3:27])[C:24]([CH3:30])([CH3:29])[O:23]1. The catalyst is O1CCOCC1.CCOC(C)=O.O.C1(P(C2C=CC=CC=2)C2C=CC=CC=2)C=CCC=1.ClCCl.[Fe].Cl[Pd]Cl. The product is [Cl:8][C:5]1[CH:6]=[CH:7][C:2]([B:22]2[O:26][C:25]([CH3:28])([CH3:27])[C:24]([CH3:30])([CH3:29])[O:23]2)=[C:3]([CH2:9][CH2:10][S:11]([N:14]([CH3:16])[CH3:15])(=[O:13])=[O:12])[CH:4]=1. The yield is 0.760.